This data is from Forward reaction prediction with 1.9M reactions from USPTO patents (1976-2016). The task is: Predict the product of the given reaction. Given the reactants [H-].[Na+].[CH:3]1([C@@H:6]2[O:16][CH2:15][C:9]3=[N:10][O:11][C@@H:12]([CH2:13][OH:14])[C@@H:8]3[CH2:7]2)[CH2:5][CH2:4]1.I[CH3:18].O, predict the reaction product. The product is: [CH:3]1([C@@H:6]2[O:16][CH2:15][C:9]3=[N:10][O:11][C@@H:12]([CH2:13][O:14][CH3:18])[C@@H:8]3[CH2:7]2)[CH2:4][CH2:5]1.